The task is: Predict the reaction yield, written as a fraction of the theoretical maximum amount of product (1.0 means a 100% yield; for example, 0.34 means a 34% yield).. This data is from Reaction yield outcomes from USPTO patents with 853,638 reactions. (1) The reactants are [NH2:1][C:2]1[CH:3]=[C:4]2[C:9](=[CH:10][CH:11]=1)[O:8][C:7]([CH3:13])([CH3:12])[CH:6]=[CH:5]2.[CH3:14][C:15]([CH:17]=[CH2:18])=O.[N+](C1C=C(S(O)(=O)=O)C=CC=1)([O-])=O.Cl. The catalyst is C(O)C.[Cl-].[Zn+2].[Cl-]. The product is [CH3:12][C:7]1([CH3:13])[O:8][C:9]2=[CH:10][C:11]3[C:17]([CH3:18])=[CH:15][CH:14]=[N:1][C:2]=3[CH:3]=[C:4]2[CH:5]=[CH:6]1. The yield is 0.380. (2) The reactants are [CH3:1][CH:2]([CH2:8][CH2:9][CH:10]=[CH2:11])[CH2:3][C@@H:4]([OH:7])[CH2:5][CH3:6].N1C=CC=CC=1.[C:18]1([CH3:28])[CH:23]=[CH:22][C:21]([S:24](Cl)(=[O:26])=[O:25])=[CH:20][CH:19]=1. The catalyst is C(Cl)Cl.CN(C1C=CN=CC=1)C. The product is [CH3:28][C:18]1[CH:23]=[CH:22][C:21]([S:24]([O:7][C@H:4]([CH2:3][CH:2]([CH3:1])[CH2:8][CH2:9][CH:10]=[CH2:11])[CH2:5][CH3:6])(=[O:26])=[O:25])=[CH:20][CH:19]=1. The yield is 0.790.